This data is from Forward reaction prediction with 1.9M reactions from USPTO patents (1976-2016). The task is: Predict the product of the given reaction. (1) Given the reactants C([O:3][C:4](=O)[CH:5]([NH2:20])[CH2:6][C:7]1[C:15]2[C:10](=[C:11]([C:16]([F:19])([F:18])[F:17])[CH:12]=[CH:13][CH:14]=2)[NH:9][N:8]=1)C.[BH4-].[Li+], predict the reaction product. The product is: [NH2:20][CH:5]([CH2:6][C:7]1[C:15]2[C:10](=[C:11]([C:16]([F:19])([F:18])[F:17])[CH:12]=[CH:13][CH:14]=2)[NH:9][N:8]=1)[CH2:4][OH:3]. (2) Given the reactants [Cl:1][C:2]1[CH:7]=[C:6]([O:8][C:9]2[C:18]3[C:13](=[CH:14][C:15]([O:20][CH3:21])=[C:16]([OH:19])[CH:17]=3)[N:12]=[CH:11][N:10]=2)[CH:5]=[CH:4][C:3]=1[NH:22][C:23]([NH:25][CH2:26][CH2:27][CH3:28])=[O:24].C(=O)([O-])[O-].[K+].[K+].Cl.Cl[CH2:37][C:38]1[CH:43]=[CH:42][CH:41]=[CH:40][N:39]=1.O, predict the reaction product. The product is: [Cl:1][C:2]1[CH:7]=[C:6]([O:8][C:9]2[C:18]3[C:13](=[CH:14][C:15]([O:20][CH3:21])=[C:16]([O:19][CH2:37][C:38]4[CH:43]=[CH:42][CH:41]=[CH:40][N:39]=4)[CH:17]=3)[N:12]=[CH:11][N:10]=2)[CH:5]=[CH:4][C:3]=1[NH:22][C:23]([NH:25][CH2:26][CH2:27][CH3:28])=[O:24].